From a dataset of Full USPTO retrosynthesis dataset with 1.9M reactions from patents (1976-2016). Predict the reactants needed to synthesize the given product. Given the product [CH:10]([C:7]1[CH:6]=[C:5]([C:3]([OH:4])=[O:2])[O:9][N:8]=1)([CH2:12][CH3:13])[CH3:11], predict the reactants needed to synthesize it. The reactants are: C[O:2][C:3]([C:5]1[O:9][N:8]=[C:7]([CH:10]([CH2:12][CH3:13])[CH3:11])[CH:6]=1)=[O:4].[Li+].[OH-].